Predict the product of the given reaction. From a dataset of Forward reaction prediction with 1.9M reactions from USPTO patents (1976-2016). (1) Given the reactants [Br:1][C:2]1[CH:3]=[C:4]2[C:8](=[CH:9][CH:10]=1)[NH:7][CH:6]=[CH:5]2.P(Cl)(Cl)(Cl)=O.CN([CH:19]=[O:20])C, predict the reaction product. The product is: [Br:1][C:2]1[CH:3]=[C:4]2[C:8](=[CH:9][CH:10]=1)[NH:7][CH:6]=[C:5]2[CH:19]=[O:20]. (2) Given the reactants [CH2:1]([O:8][C:9]1[C:10](Br)=[C:11]([C@H:16]([O:21][C:22]([CH3:25])([CH3:24])[CH3:23])[C:17]([O:19][CH3:20])=[O:18])[C:12]([CH3:15])=[CH:13][CH:14]=1)[C:2]1[CH:7]=[CH:6][CH:5]=[CH:4][CH:3]=1.[O:27]1[C:36]2[C:31](=[CH:32][C:33](B(O)O)=[CH:34][CH:35]=2)[CH2:30][CH2:29][CH2:28]1.C(=O)([O-])[O-].[Na+].[Na+], predict the reaction product. The product is: [C:22]([O:21][C@@H:16]([C:11]1[C:12]([CH3:15])=[CH:13][CH:14]=[C:9]([O:8][CH2:1][C:2]2[CH:7]=[CH:6][CH:5]=[CH:4][CH:3]=2)[C:10]=1[C:33]1[CH:34]=[CH:35][C:36]2[O:27][CH2:28][CH2:29][CH2:30][C:31]=2[CH:32]=1)[C:17]([O:19][CH3:20])=[O:18])([CH3:25])([CH3:24])[CH3:23]. (3) Given the reactants P(Cl)(Cl)(Cl)=O.[Br:6][C:7]1[N:8]([C:17]2[C:26]3[C:21](=[CH:22][CH:23]=[CH:24][CH:25]=3)[C:20]([CH:27]3[CH2:29][CH2:28]3)=[CH:19][CH:18]=2)[C:9]([S:12][CH2:13][C:14]([OH:16])=[O:15])=[N:10][N:11]=1.[OH:30][CH:31]1[O:37][C@H:36]([C@@H:38]([CH2:40]O)[OH:39])[C@H:34]([OH:35])[C@H:32]1[OH:33], predict the reaction product. The product is: [Br:6][C:7]1[N:8]([C:17]2[C:26]3[C:21](=[CH:22][CH:23]=[CH:24][CH:25]=3)[C:20]([CH:27]3[CH2:29][CH2:28]3)=[CH:19][CH:18]=2)[C:9]([S:12][CH2:13][C:14]([O:16][CH2:40][CH:38]([OH:39])[CH:36]2[CH:34]([OH:35])[CH:32]([OH:33])[CH:31]([OH:30])[O:37]2)=[O:15])=[N:10][N:11]=1. (4) Given the reactants [CH3:1][N:2]([CH3:35])[C@H:3]1[CH2:8][CH2:7][C@H:6]([N:9]([CH2:33][CH3:34])[C:10]2[C:11]([CH3:32])=[C:12]([C:29]([OH:31])=O)[CH:13]=[C:14]([C:16]3[CH:21]=[CH:20][C:19]([CH2:22][N:23]4[CH2:28][CH2:27][O:26][CH2:25][CH2:24]4)=[CH:18][CH:17]=3)[CH:15]=2)[CH2:5][CH2:4]1.[CH3:36][O:37][C:38]1[C:42]([CH2:43][NH2:44])=[C:41]([CH3:45])[N:40]([CH3:46])[N:39]=1.C(N(CC)CC)C.C1CN([P+](ON2N=NC3C=CC=CC2=3)(N2CCCC2)N2CCCC2)CC1.F[P-](F)(F)(F)(F)F, predict the reaction product. The product is: [CH3:1][N:2]([CH3:35])[C@H:3]1[CH2:8][CH2:7][C@H:6]([N:9]([CH2:33][CH3:34])[C:10]2[C:11]([CH3:32])=[C:12]([C:29]([NH:44][CH2:43][C:42]3[C:38]([O:37][CH3:36])=[N:39][N:40]([CH3:46])[C:41]=3[CH3:45])=[O:31])[CH:13]=[C:14]([C:16]3[CH:21]=[CH:20][C:19]([CH2:22][N:23]4[CH2:24][CH2:25][O:26][CH2:27][CH2:28]4)=[CH:18][CH:17]=3)[CH:15]=2)[CH2:5][CH2:4]1. (5) Given the reactants C([O:3][C:4](=[O:31])[CH2:5][C@H:6]1[CH2:11][CH2:10][C@H:9]([C:12]2[CH:17]=[CH:16][C:15]([NH:18][C:19]([NH:21][C:22]3[CH:27]=[C:26]([CH3:28])[CH:25]=[CH:24][C:23]=3[O:29][CH3:30])=[O:20])=[CH:14][CH:13]=2)[CH2:8][CH2:7]1)C.[OH-].[Na+], predict the reaction product. The product is: [CH3:30][O:29][C:23]1[CH:24]=[CH:25][C:26]([CH3:28])=[CH:27][C:22]=1[NH:21][C:19](=[O:20])[NH:18][C:15]1[CH:16]=[CH:17][C:12]([C@H:9]2[CH2:10][CH2:11][C@H:6]([CH2:5][C:4]([OH:31])=[O:3])[CH2:7][CH2:8]2)=[CH:13][CH:14]=1.